The task is: Predict the reactants needed to synthesize the given product.. This data is from Full USPTO retrosynthesis dataset with 1.9M reactions from patents (1976-2016). (1) Given the product [ClH:35].[ClH:35].[NH2:26][CH2:25][CH2:24][CH2:23][CH2:22][CH2:21][CH2:20][CH2:19][CH2:18][CH2:17][CH2:16][CH2:15][C:14]([N:11]1[CH2:12][CH2:13][NH:8][CH2:9][CH2:10]1)=[O:34], predict the reactants needed to synthesize it. The reactants are: C(OC([N:8]1[CH2:13][CH2:12][N:11]([C:14](=[O:34])[CH2:15][CH2:16][CH2:17][CH2:18][CH2:19][CH2:20][CH2:21][CH2:22][CH2:23][CH2:24][CH2:25][NH:26]C(OC(C)(C)C)=O)[CH2:10][CH2:9]1)=O)(C)(C)C.[ClH:35]. (2) Given the product [Cl:17][C:18]1[CH:24]=[CH:23][CH:22]=[CH:21][C:19]=1[NH:20][C:12]([C:11]1[C:6]([CH3:5])=[N:7][C:8]([S:15][CH3:16])=[N:9][CH:10]=1)=[O:14], predict the reactants needed to synthesize it. The reactants are: P(Cl)(Cl)Cl.[CH3:5][C:6]1[C:11]([C:12]([OH:14])=O)=[CH:10][N:9]=[C:8]([S:15][CH3:16])[N:7]=1.[Cl:17][C:18]1[CH:24]=[CH:23][CH:22]=[CH:21][C:19]=1[NH2:20]. (3) Given the product [Cl:29][C:30]1[CH:31]=[C:32]([C:37]2[N:39]=[C:26]([CH:11]3[CH2:12][CH:13]([C:15]4[CH:20]=[CH:19][C:18]([O:21][C:22]([F:23])([F:24])[F:25])=[CH:17][CH:16]=4)[CH2:14][N:9]([C:7]([N:1]4[CH2:6][CH2:5][O:4][CH2:3][CH2:2]4)=[O:8])[CH2:10]3)[O:27][N:38]=2)[CH:33]=[CH:34][C:35]=1[F:36], predict the reactants needed to synthesize it. The reactants are: [N:1]1([C:7]([N:9]2[CH2:14][CH:13]([C:15]3[CH:20]=[CH:19][C:18]([O:21][C:22]([F:25])([F:24])[F:23])=[CH:17][CH:16]=3)[CH2:12][CH:11]([C:26](O)=[O:27])[CH2:10]2)=[O:8])[CH2:6][CH2:5][O:4][CH2:3][CH2:2]1.[Cl:29][C:30]1[CH:31]=[C:32]([C:37](=[N:39]O)[NH2:38])[CH:33]=[CH:34][C:35]=1[F:36]. (4) Given the product [CH2:1]([N:8]1[C:13](=[O:14])[C:12]([Br:23])=[C:11]([O:15][CH2:16][C:17]2[CH:22]=[CH:21][CH:20]=[CH:19][CH:18]=2)[N:10]=[CH:9]1)[C:2]1[CH:3]=[CH:4][CH:5]=[CH:6][CH:7]=1, predict the reactants needed to synthesize it. The reactants are: [CH2:1]([N:8]1[C:13](=[O:14])[CH:12]=[C:11]([O:15][CH2:16][C:17]2[CH:22]=[CH:21][CH:20]=[CH:19][CH:18]=2)[N:10]=[CH:9]1)[C:2]1[CH:7]=[CH:6][CH:5]=[CH:4][CH:3]=1.[Br:23]N1C(=O)CCC1=O. (5) Given the product [C:22]([N:19]1[CH2:18][CH2:17][N:16]([C:14]([C@H:11]2[CH2:12][CH2:13][C@H:8]([CH2:7][N:6]3[C:4](=[O:5])[C:3]4[C:2](=[CH:30][CH:29]=[C:28]([O:31][CH3:32])[CH:27]=4)[NH:1][C:35]3=[O:36])[CH2:9][CH2:10]2)=[O:15])[CH2:21][CH2:20]1)(=[O:26])[CH:23]([CH3:25])[CH3:24], predict the reactants needed to synthesize it. The reactants are: [NH2:1][C:2]1[CH:30]=[CH:29][C:28]([O:31][CH3:32])=[CH:27][C:3]=1[C:4]([NH:6][CH2:7][C@H:8]1[CH2:13][CH2:12][C@H:11]([C:14]([N:16]2[CH2:21][CH2:20][N:19]([C:22](=[O:26])[CH:23]([CH3:25])[CH3:24])[CH2:18][CH2:17]2)=[O:15])[CH2:10][CH2:9]1)=[O:5].C1C[O:36][CH2:35]C1. (6) The reactants are: [CH3:1][N:2]([CH3:60])[CH2:3][CH2:4][NH:5][C:6]([C@:8]12[CH2:46][CH2:45][C@@H:44]([C:47]([CH2:49][N:50]([CH3:59])[C:51](=[O:58])[CH2:52][CH2:53][C:54]([O:56][CH3:57])=[O:55])=[CH2:48])[C@@H:9]1[C@@H:10]1[C@@:23]([CH3:26])([CH2:24][CH2:25]2)[C@@:22]2([CH3:27])[C@@H:13]([C@:14]3([CH3:43])[C@@H:19]([CH2:20][CH2:21]2)[C:18]([CH3:29])([CH3:28])[C:17]([C:30]2[CH:42]=[CH:41][C:33]([C:34]([O:36]C(C)(C)C)=[O:35])=[CH:32][CH:31]=2)=[CH:16][CH2:15]3)[CH2:12][CH2:11]1)=[O:7].C(O)(C(F)(F)F)=O. Given the product [CH3:60][N:2]([CH3:1])[CH2:3][CH2:4][NH:5][C:6]([C@:8]12[CH2:46][CH2:45][C@@H:44]([C:47]([CH2:49][N:50]([CH3:59])[C:51](=[O:58])[CH2:52][CH2:53][C:54]([O:56][CH3:57])=[O:55])=[CH2:48])[C@@H:9]1[C@@H:10]1[C@@:23]([CH3:26])([CH2:24][CH2:25]2)[C@@:22]2([CH3:27])[C@@H:13]([C@:14]3([CH3:43])[C@@H:19]([CH2:20][CH2:21]2)[C:18]([CH3:29])([CH3:28])[C:17]([C:30]2[CH:42]=[CH:41][C:33]([C:34]([OH:36])=[O:35])=[CH:32][CH:31]=2)=[CH:16][CH2:15]3)[CH2:12][CH2:11]1)=[O:7], predict the reactants needed to synthesize it. (7) Given the product [CH:8]([C:9]1[C:13]2[CH2:14][CH2:15][CH2:16][C:12]=2[N:11]([C:17]2[CH:24]=[CH:23][C:20]([C:21]#[N:22])=[CH:19][C:18]=2[C:25]([F:28])([F:26])[F:27])[N:10]=1)=[O:7], predict the reactants needed to synthesize it. The reactants are: S(=O)(=O)(O)O.C[O:7][CH:8](OC)[C:9]1[C:13]2[CH2:14][CH2:15][CH2:16][C:12]=2[N:11]([C:17]2[CH:24]=[CH:23][C:20]([C:21]#[N:22])=[CH:19][C:18]=2[C:25]([F:28])([F:27])[F:26])[N:10]=1.